Dataset: Forward reaction prediction with 1.9M reactions from USPTO patents (1976-2016). Task: Predict the product of the given reaction. (1) Given the reactants [NH:1]1[CH:5]=[C:4]([C:6]2[CH:22]=[CH:21][C:9]3[C:10]4[N:11]=[C:12]([C:18](O)=[O:19])[S:13][C:14]=4[CH2:15][CH2:16][O:17][C:8]=3[CH:7]=2)[CH:3]=[N:2]1.[CH3:23][N:24]([C@@H:28]1[CH2:32][CH2:31][NH:30][CH2:29]1)[C:25](=[O:27])[CH3:26], predict the reaction product. The product is: [CH3:23][N:24]([C@@H:28]1[CH2:32][CH2:31][N:30]([C:18]([C:12]2[S:13][C:14]3[CH2:15][CH2:16][O:17][C:8]4[CH:7]=[C:6]([C:4]5[CH:3]=[N:2][NH:1][CH:5]=5)[CH:22]=[CH:21][C:9]=4[C:10]=3[N:11]=2)=[O:19])[CH2:29]1)[C:25](=[O:27])[CH3:26]. (2) Given the reactants C(O)(C(F)(F)F)=O.[F:8][CH:9]([CH2:23][CH2:24][C:25]1[S:26][C:27]([C:30](=[O:43])[NH:31][CH2:32][C:33]2[CH:38]=[C:37]([C:39]([F:42])([F:41])[F:40])[CH:36]=[CH:35][N:34]=2)=[N:28][N:29]=1)[CH2:10][N:11]1[CH:15]=[C:14]([C:16]([O:18]C(C)(C)C)=[O:17])[N:13]=[N:12]1, predict the reaction product. The product is: [F:8][CH:9]([CH2:23][CH2:24][C:25]1[S:26][C:27]([C:30](=[O:43])[NH:31][CH2:32][C:33]2[CH:38]=[C:37]([C:39]([F:42])([F:41])[F:40])[CH:36]=[CH:35][N:34]=2)=[N:28][N:29]=1)[CH2:10][N:11]1[CH:15]=[C:14]([C:16]([OH:18])=[O:17])[N:13]=[N:12]1. (3) The product is: [CH3:27][N:28]([CH3:35])[C:29]1([CH3:34])[CH2:33][CH2:32][N:31]([C:2]2[CH:7]=[CH:6][C:5]([N:8]3[CH:17]=[CH:16][C:15]4[C:10](=[CH:11][CH:12]=[C:13]([O:18][CH2:19][C@H:20]5[CH2:24][CH2:23][CH2:22][O:21]5)[CH:14]=4)[C:9]3=[O:25])=[CH:4][C:3]=2[F:26])[CH2:30]1. Given the reactants Br[C:2]1[CH:7]=[CH:6][C:5]([N:8]2[CH:17]=[CH:16][C:15]3[C:10](=[CH:11][CH:12]=[C:13]([O:18][CH2:19][C@H:20]4[CH2:24][CH2:23][CH2:22][O:21]4)[CH:14]=3)[C:9]2=[O:25])=[CH:4][C:3]=1[F:26].[CH3:27][N:28]([CH3:35])[C:29]1([CH3:34])[CH2:33][CH2:32][NH:31][CH2:30]1, predict the reaction product. (4) Given the reactants [H-].[Na+].[CH2:3]([O:5][C:6]([CH:8]1[C:13](=[O:14])[CH2:12][CH2:11][N:10]([CH3:15])[CH2:9]1)=[O:7])[CH3:4].[Br-:16].BrC1C=CC=CC=1[N+]([CH2:23][C:24]1[CH:29]=[CH:28][CH:27]=[CH:26][CH:25]=1)(C)C, predict the reaction product. The product is: [CH2:3]([O:5][C:6]([C:8]1([CH2:23][C:24]2[CH:29]=[CH:28][CH:27]=[CH:26][C:25]=2[Br:16])[C:13](=[O:14])[CH2:12][CH2:11][N:10]([CH3:15])[CH2:9]1)=[O:7])[CH3:4].